The task is: Predict the product of the given reaction.. This data is from Forward reaction prediction with 1.9M reactions from USPTO patents (1976-2016). (1) The product is: [Br:1][C:2]1[CH:9]=[CH:8][C:5]([CH:6]=[CH:27][C:26]2[CH:29]=[CH:30][C:23]([Br:22])=[CH:24][CH:25]=2)=[CH:4][CH:3]=1. Given the reactants [Br:1][C:2]1[CH:9]=[CH:8][C:5]([CH2:6]Br)=[CH:4][CH:3]=1.C(OP(OCC)OCC)C.[H-].[Na+].[Br:22][C:23]1[CH:30]=[CH:29][C:26]([CH:27]=O)=[CH:25][CH:24]=1, predict the reaction product. (2) Given the reactants [NH2:1][C:2]1[N:3]([C:11]2[CH:16]=[CH:15][C:14]([CH3:17])=[CH:13][CH:12]=2)[N:4]=[C:5]([C:7]([CH3:10])([CH3:9])[CH3:8])[CH:6]=1.C([O-])(O)=O.[Na+].C(Cl)(Cl)=O.[N-]=C=O.C(C1C=C(N[C:41]([NH:43][C:44]2[C:53]3[C:48](=[CH:49][CH:50]=[CH:51][CH:52]=3)[C:47]([O:54][C:55]3[CH:60]=[CH:59][N:58]=[C:57]([NH:61][CH2:62][CH:63]4[CH2:65][CH2:64]4)[N:56]=3)=[CH:46][CH:45]=2)=[O:42])N(C)N=1)(C)(C)C, predict the reaction product. The product is: [C:7]([C:5]1[CH:6]=[C:2]([NH:1][C:41]([NH:43][C:44]2[C:53]3[C:48](=[CH:49][CH:50]=[CH:51][CH:52]=3)[C:47]([O:54][C:55]3[CH:60]=[CH:59][N:58]=[C:57]([NH:61][CH2:62][CH:63]4[CH2:65][CH2:64]4)[N:56]=3)=[CH:46][CH:45]=2)=[O:42])[N:3]([C:11]2[CH:12]=[CH:13][C:14]([CH3:17])=[CH:15][CH:16]=2)[N:4]=1)([CH3:10])([CH3:9])[CH3:8].